This data is from Catalyst prediction with 721,799 reactions and 888 catalyst types from USPTO. The task is: Predict which catalyst facilitates the given reaction. (1) Reactant: [CH3:1][O:2][C:3]1[CH:8]=[C:7]([CH3:9])[C:6]([N+:10]([O-])=O)=[CH:5][C:4]=1[C:13]([F:16])([F:15])[F:14]. Product: [CH3:1][O:2][C:3]1[C:4]([C:13]([F:14])([F:16])[F:15])=[CH:5][C:6]([NH2:10])=[C:7]([CH3:9])[CH:8]=1. The catalyst class is: 129. (2) Reactant: C[O:2][C:3](=[O:24])[CH2:4][C:5]1[C:9]2[CH:10]=[CH:11][C:12]([O:14][CH2:15][C:16]3[C:17]([CH3:23])=[N:18][C:19]([CH3:22])=[CH:20][CH:21]=3)=[CH:13][C:8]=2[O:7][CH:6]=1.[OH-].[Na+].C1COCC1. Product: [CH3:23][C:17]1[C:16]([CH2:15][O:14][C:12]2[CH:11]=[CH:10][C:9]3[C:5]([CH2:4][C:3]([OH:24])=[O:2])=[CH:6][O:7][C:8]=3[CH:13]=2)=[CH:21][CH:20]=[C:19]([CH3:22])[N:18]=1. The catalyst class is: 5. (3) Reactant: C([N:4]1[C:12]2[C:7](=[CH:8][CH:9]=[C:10]([C:13]([O:15][CH3:16])=[O:14])[CH:11]=2)[C:6](=[C:17](OCC)[C:18]2[CH:23]=[CH:22][CH:21]=[CH:20][CH:19]=2)[C:5]1=[O:27])(=O)C.[CH3:28][N:29]1[CH2:34][CH2:33][N:32]([CH2:35][C:36]([N:38]([CH3:46])[C:39]2[CH:44]=[CH:43][C:42]([NH2:45])=[CH:41][CH:40]=2)=[O:37])[CH2:31][CH2:30]1.N1CCCCC1.O. Product: [CH3:28][N:29]1[CH2:34][CH2:33][N:32]([CH2:35][C:36]([N:38]([C:39]2[CH:44]=[CH:43][C:42]([NH:45]/[C:17](=[C:6]3\[C:5](=[O:27])[NH:4][C:12]4[C:7]\3=[CH:8][CH:9]=[C:10]([C:13]([O:15][CH3:16])=[O:14])[CH:11]=4)/[C:18]3[CH:23]=[CH:22][CH:21]=[CH:20][CH:19]=3)=[CH:41][CH:40]=2)[CH3:46])=[O:37])[CH2:31][CH2:30]1. The catalyst class is: 9.